Dataset: Reaction yield outcomes from USPTO patents with 853,638 reactions. Task: Predict the reaction yield, written as a fraction of the theoretical maximum amount of product (1.0 means a 100% yield; for example, 0.34 means a 34% yield). (1) The reactants are [CH3:1][C:2]1[CH:6]=[CH:5][S:4]C=1.[S:7]([Cl:11])(Cl)(=[O:9])=[O:8].[Cl:12]S(O)(=O)=O.Cl[CH2:18][Cl:19]. No catalyst specified. The product is [Cl:12][C:5]1[S:4][C:18]([Cl:19])=[C:2]([CH3:1])[C:6]=1[S:7]([Cl:11])(=[O:9])=[O:8]. The yield is 0.250. (2) The reactants are [Cl:1][C:2]1[CH:7]=[CH:6][CH:5]=[C:4]([Cl:8])[C:3]=1[C:9]1[C:13]([CH2:14][CH2:15][CH:16]=[O:17])=[C:12]([CH:18]([CH3:20])[CH3:19])[O:11][N:10]=1.[BH4-].[Na+].[Cl-].[NH4+]. The catalyst is CO. The product is [Cl:8][C:4]1[CH:5]=[CH:6][CH:7]=[C:2]([Cl:1])[C:3]=1[C:9]1[C:13]([CH2:14][CH2:15][CH2:16][OH:17])=[C:12]([CH:18]([CH3:20])[CH3:19])[O:11][N:10]=1. The yield is 0.920. (3) The yield is 0.610. The product is [Cl:1][C:2]1[CH:3]=[C:4]([C@@H:12]([CH2:16][CH:17]2[CH2:22][CH2:21][C:20](=[O:23])[CH2:19][CH2:18]2)[C:13]([NH:51][C:52]2[CH:57]=[CH:56][C:55]([CH3:58])=[CH:54][N:53]=2)=[O:14])[CH:5]=[CH:6][C:7]=1[S:8]([CH3:11])(=[O:9])=[O:10]. The reactants are [Cl:1][C:2]1[CH:3]=[C:4]([C@@H:12]([CH2:16][CH:17]2[CH2:22][CH2:21][C:20](=[O:23])[CH2:19][CH2:18]2)[C:13](O)=[O:14])[CH:5]=[CH:6][C:7]=1[S:8]([CH3:11])(=[O:10])=[O:9].C1(P(C2C=CC=CC=2)C2C=CC=CC=2)C=CC=CC=1.BrN1C(=O)CCC1=O.[NH2:51][C:52]1[CH:57]=[CH:56][C:55]([CH3:58])=[CH:54][N:53]=1.N1C(C)=CC=CC=1C. The catalyst is C(Cl)Cl.